The task is: Predict the reaction yield, written as a fraction of the theoretical maximum amount of product (1.0 means a 100% yield; for example, 0.34 means a 34% yield).. This data is from Reaction yield outcomes from USPTO patents with 853,638 reactions. (1) The reactants are [OH:1][N:2]=[C:3]([C:5]1[C:9]([NH:10][CH2:11][CH2:12][CH2:13][NH:14][S:15]([CH3:18])(=[O:17])=[O:16])=[N:8][O:7][N:6]=1)[NH2:4].[Br:19][C:20]1[CH:21]=[C:22]([CH:24]=[CH:25][C:26]=1[F:27])N. No catalyst specified. The product is [Br:19][C:20]1[CH:21]=[C:22]([NH:4][C:3]([C:5]2[C:9]([NH:10][CH2:11][CH2:12][CH2:13][NH:14][S:15]([CH3:18])(=[O:17])=[O:16])=[N:8][O:7][N:6]=2)=[N:2][OH:1])[CH:24]=[CH:25][C:26]=1[F:27]. The yield is 0.120. (2) The product is [OH:80][CH2:79][CH2:81][NH:82][C:42]([C:8]1[S:7][C:6]2[CH:45]=[C:2]([F:1])[CH:3]=[CH:4][C:5]=2[C:9]=1[CH:10]1[CH2:11][CH2:12][N:13]([CH2:16][CH2:17][CH2:18][N:19]2[C:27]3[CH2:26][CH2:25][N:24]([S:28]([CH3:31])(=[O:29])=[O:30])[CH2:23][C:22]=3[C:21]([C:32]3[CH:33]=[CH:34][C:35]([C:38]([F:40])([F:41])[F:39])=[CH:36][CH:37]=3)=[N:20]2)[CH2:14][CH2:15]1)=[O:43]. The yield is 0.760. The catalyst is CN(C=O)C. The reactants are [F:1][C:2]1[CH:3]=[CH:4][C:5]2[C:9]([CH:10]3[CH2:15][CH2:14][N:13]([CH2:16][CH2:17][CH2:18][N:19]4[C:27]5[CH2:26][CH2:25][N:24]([S:28]([CH3:31])(=[O:30])=[O:29])[CH2:23][C:22]=5[C:21]([C:32]5[CH:37]=[CH:36][C:35]([C:38]([F:41])([F:40])[F:39])=[CH:34][CH:33]=5)=[N:20]4)[CH2:12][CH2:11]3)=[C:8]([C:42](O)=[O:43])[S:7][C:6]=2[CH:45]=1.CN(C(ON1N=NC2C=CC=CC1=2)=[N+](C)C)C.F[P-](F)(F)(F)(F)F.CCN(C(C)C)C(C)C.[CH2:79]([CH2:81][NH2:82])[OH:80].